From a dataset of Reaction yield outcomes from USPTO patents with 853,638 reactions. Predict the reaction yield, written as a fraction of the theoretical maximum amount of product (1.0 means a 100% yield; for example, 0.34 means a 34% yield). (1) The reactants are [I:1]I.[CH2:3]([NH:10][C:11]1[CH:16]=[C:15]([CH3:17])[N:14]=[C:13]([NH2:18])[N:12]=1)[C:4]1[CH:9]=[CH:8][CH:7]=[CH:6][CH:5]=1. The product is [CH2:3]([NH:10][C:11]1[C:16]([I:1])=[C:15]([CH3:17])[N:14]=[C:13]([NH2:18])[N:12]=1)[C:4]1[CH:5]=[CH:6][CH:7]=[CH:8][CH:9]=1. The catalyst is CO. The yield is 0.850. (2) The reactants are [ClH:1].N[C:3]1[CH:4]=[C:5]([CH:8]=[C:9]([N+:11]([O-:13])=[O:12])[CH:10]=1)[C:6]#[N:7].N([O-])=O.[Na+].[S:18](=[O:20])=[O:19]. The catalyst is O.C(O)(=O)C.[Cu](Cl)Cl. The product is [C:6]([C:5]1[CH:4]=[C:3]([S:18]([Cl:1])(=[O:20])=[O:19])[CH:10]=[C:9]([N+:11]([O-:13])=[O:12])[CH:8]=1)#[N:7]. The yield is 0.840. (3) The reactants are [Cl:1][C:2]1[CH:26]=[CH:25][C:5]([O:6][C:7]2[CH:12]=[N:11][CH:10]=[C:9]3[S:13][C:14]([C:16]4[CH:21]=[CH:20][C:19]([N+:22]([O-])=O)=[CH:18][CH:17]=4)=[CH:15][C:8]=23)=[CH:4][CH:3]=1.O.O.[Sn](Cl)Cl. The catalyst is CCO.Cl. The product is [Cl:1][C:2]1[CH:26]=[CH:25][C:5]([O:6][C:7]2[CH:12]=[N:11][CH:10]=[C:9]3[S:13][C:14]([C:16]4[CH:21]=[CH:20][C:19]([NH2:22])=[CH:18][CH:17]=4)=[CH:15][C:8]=23)=[CH:4][CH:3]=1. The yield is 0.680. (4) The reactants are [CH3:1][C:2]1[C:3]([SH:11])=[C:4]([CH:8]=[CH:9][CH:10]=1)[C:5]([OH:7])=O.[C:12]([C:14]1[CH:19]=[CH:18][CH:17]=[CH:16][N:15]=1)#[N:13]. The catalyst is N1C=CC=CC=1. The product is [CH3:1][C:2]1[C:3]2[S:11][C:12]([C:14]3[CH:19]=[CH:18][CH:17]=[CH:16][N:15]=3)=[N:13][C:5](=[O:7])[C:4]=2[CH:8]=[CH:9][CH:10]=1. The yield is 0.520. (5) The reactants are [Cl-].O[NH3+:3].[C:4](=[O:7])([O-])[OH:5].[Na+].CS(C)=O.[CH3:13][O:14][CH2:15][C:16]([CH3:51])([CH3:50])[O:17][C:18]1[CH:23]=[CH:22][C:21]([N:24]2[C:29](=[O:30])[C:28]([CH2:31][C:32]3[CH:37]=[CH:36][C:35]([C:38]4[C:39]([C:44]#[N:45])=[CH:40][CH:41]=[CH:42][CH:43]=4)=[CH:34][CH:33]=3)=[C:27]([CH2:46][CH2:47][CH3:48])[N:26]=[C:25]2[CH3:49])=[CH:20][CH:19]=1. The catalyst is O.C(OCC)(=O)C. The product is [CH3:13][O:14][CH2:15][C:16]([CH3:50])([CH3:51])[O:17][C:18]1[CH:19]=[CH:20][C:21]([N:24]2[C:29](=[O:30])[C:28]([CH2:31][C:32]3[CH:37]=[CH:36][C:35]([C:38]4[CH:43]=[CH:42][CH:41]=[CH:40][C:39]=4[C:44]4[NH:3][C:4](=[O:7])[O:5][N:45]=4)=[CH:34][CH:33]=3)=[C:27]([CH2:46][CH2:47][CH3:48])[N:26]=[C:25]2[CH3:49])=[CH:22][CH:23]=1. The yield is 0.410. (6) The reactants are C([O:3][C:4]([C:6]1[CH:7]=[N:8][C:9]2[C:14]([C:15]=1[NH2:16])=[CH:13][C:12]([O:17][CH3:18])=[CH:11][CH:10]=2)=[O:5])C.[OH-].[Na+]. The catalyst is CCO. The product is [NH2:16][C:15]1[C:14]2[C:9](=[CH:10][CH:11]=[C:12]([O:17][CH3:18])[CH:13]=2)[N:8]=[CH:7][C:6]=1[C:4]([OH:5])=[O:3]. The yield is 0.930.